From a dataset of Tox21: 12 toxicity assays (nuclear receptors and stress response pathways). Binary classification across 12 toxicity assays. (1) The compound is NC(=O)N1c2ccccc2C=Cc2ccccc21. It tested positive (active) for: NR-AR (Androgen Receptor agonist activity), and NR-AR-LBD (Androgen Receptor Ligand Binding Domain agonist). (2) The compound is Cc1ccc(N)cc1. It tested positive (active) for: NR-AhR (Aryl hydrocarbon Receptor agonist activity), and NR-ER (Estrogen Receptor agonist activity). (3) The drug is CCCCCc1ccc(C)cc1O. It tested positive (active) for: SR-MMP (Mitochondrial Membrane Potential disruption). (4) The compound is O=C(Cl)/C=C/C(=O)Cl. It tested positive (active) for: SR-ARE (Antioxidant Response Element (oxidative stress)). (5) The compound is CC[Sn](Br)(CC)CC. It tested positive (active) for: NR-AR-LBD (Androgen Receptor Ligand Binding Domain agonist), NR-ER-LBD (Estrogen Receptor Ligand Binding Domain agonist), NR-PPAR-gamma (PPAR-gamma nuclear receptor agonist), SR-ATAD5 (ATAD5 genotoxicity (DNA damage)), SR-HSE (Heat Shock Element response), SR-MMP (Mitochondrial Membrane Potential disruption), and SR-p53 (p53 tumor suppressor activation). (6) The compound is CCN1CCC2(CC1)COc1cc3c(cc12)N(C(=O)c1ccc(-c2ccc(-c4nnc(C)o4)cc2C)cc1)CC3. It tested positive (active) for: SR-MMP (Mitochondrial Membrane Potential disruption). (7) The compound is C[C@]12CC[C@H]3[C@@H](CCC4=CC(=O)CC[C@@]43C)[C@@H]1CC[C@@H]2O. It tested positive (active) for: NR-AR (Androgen Receptor agonist activity), NR-AR-LBD (Androgen Receptor Ligand Binding Domain agonist), NR-ER (Estrogen Receptor agonist activity), NR-ER-LBD (Estrogen Receptor Ligand Binding Domain agonist), and SR-ARE (Antioxidant Response Element (oxidative stress)). (8) The drug is C[C@@H]1OC(=O)C[C@H](O)C[C@H](O)CC[C@@H](O)[C@H](O)C[C@H](O)C[C@]2(O)C[C@H](O)[C@@H](C(=O)O)[C@H](C[C@@H](O[C@@H]3O[C@H](C)[C@@H](O)[C@H](N)[C@@H]3O)C=CC=CC=CC=CC=CC=CC=C[C@H](C)[C@@H](O)[C@H]1C)O2. It tested positive (active) for: SR-ARE (Antioxidant Response Element (oxidative stress)).